From a dataset of Full USPTO retrosynthesis dataset with 1.9M reactions from patents (1976-2016). Predict the reactants needed to synthesize the given product. (1) Given the product [O:1]=[C:2]([O-:14])[C@@H:3]([C@H:5]([C@@H:7]([C@@H:9]([C:11]([O-:13])=[O:12])[OH:10])[OH:8])[OH:6])[OH:4].[NH3+:15][CH2:16][CH2:17][CH2:18][CH2:19][CH2:20][CH2:21][CH2:22][CH2:23][NH3+:24], predict the reactants needed to synthesize it. The reactants are: [O:1]=[C:2]([OH:14])[C@@H:3]([C@H:5]([C@@H:7]([C@@H:9]([C:11]([OH:13])=[O:12])[OH:10])[OH:8])[OH:6])[OH:4].[NH2:15][CH2:16][CH2:17][CH2:18][CH2:19][CH2:20][CH2:21][CH2:22][CH2:23][NH2:24]. (2) Given the product [CH2:26]([O:25][C:3]1[N:8]2[N:9]=[CH:10][CH:11]=[C:7]2[N:6]=[C:5]([NH:12][C:13](=[O:24])[C:14]2[CH:19]=[CH:18][C:17]([C:20]([OH:23])([CH3:22])[CH3:21])=[CH:16][CH:15]=2)[CH:4]=1)[CH2:27][CH2:28][CH3:29], predict the reactants needed to synthesize it. The reactants are: [Na].Cl[C:3]1[N:8]2[N:9]=[CH:10][CH:11]=[C:7]2[N:6]=[C:5]([NH:12][C:13](=[O:24])[C:14]2[CH:19]=[CH:18][C:17]([C:20]([OH:23])([CH3:22])[CH3:21])=[CH:16][CH:15]=2)[CH:4]=1.[O-:25][CH2:26][CH2:27][CH2:28][CH3:29].[Na+]. (3) Given the product [CH3:22][O:19][C:16]1[CH:15]=[CH:14][C:13]([C:7]2([C:1]3[CH:2]=[CH:3][CH:4]=[CH:5][CH:6]=3)[CH2:8][CH2:9][CH2:10][CH2:11][CH2:12]2)=[CH:18][CH:17]=1, predict the reactants needed to synthesize it. The reactants are: [C:1]1([C:7]2([C:13]3[CH:18]=[CH:17][C:16]([OH:19])=[CH:15][CH:14]=3)[CH2:12][CH2:11][CH2:10][CH2:9][CH2:8]2)[CH:6]=[CH:5][CH:4]=[CH:3][CH:2]=1.[H-].[Na+].[CH3:22]I. (4) Given the product [Br:1][C:2]1[CH:7]=[CH:6][C:5]([NH:8][CH2:12][C:13]2[CH:18]=[CH:17][C:16]([O:19][CH3:20])=[CH:15][CH:14]=2)=[C:4]([Cl:9])[C:3]=1[Cl:10], predict the reactants needed to synthesize it. The reactants are: [Br:1][C:2]1[CH:7]=[CH:6][C:5]([NH2:8])=[C:4]([Cl:9])[C:3]=1[Cl:10].Cl[CH2:12][C:13]1[CH:18]=[CH:17][C:16]([O:19][CH3:20])=[CH:15][CH:14]=1.[I-].[K+].[H-].[Na+]. (5) Given the product [CH2:30]([N:3]([CH2:1][CH3:2])[C:4]1[N:9]=[C:8]([C:10]2[O:14][N:13]=[C:12]([C:15]3[CH:16]=[CH:17][C:18]([CH2:32][CH2:33][NH:34][S:42]([CH3:41])(=[O:44])=[O:43])=[CH:19][CH:20]=3)[N:11]=2)[CH:7]=[C:6]([CH3:29])[N:5]=1)[CH3:31], predict the reactants needed to synthesize it. The reactants are: [CH2:1]([N:3]([CH2:30][CH3:31])[C:4]1[N:9]=[C:8]([C:10]2[O:14][N:13]=[C:12]([C:15]3[CH:20]=[C:19](C)[C:18](OC[C@@H]4CO4)=[C:17](CC)[CH:16]=3)[N:11]=2)[CH:7]=[C:6]([CH3:29])[N:5]=1)[CH3:2].[CH3:32][CH2:33][N:34](C(C)C)C(C)C.[CH3:41][S:42](Cl)(=[O:44])=[O:43].